From a dataset of TCR-epitope binding with 47,182 pairs between 192 epitopes and 23,139 TCRs. Binary Classification. Given a T-cell receptor sequence (or CDR3 region) and an epitope sequence, predict whether binding occurs between them. (1) The epitope is RPPIFIRRL. The TCR CDR3 sequence is CAWSAVRTSANDEQFF. Result: 0 (the TCR does not bind to the epitope). (2) The epitope is SEISMDNSPNL. The TCR CDR3 sequence is CASSLGAGDRSYEQYF. Result: 0 (the TCR does not bind to the epitope). (3) The epitope is YLNTLTLAV. The TCR CDR3 sequence is CAIREDSLYGYTF. Result: 1 (the TCR binds to the epitope). (4) The epitope is LLMPILTLT. The TCR CDR3 sequence is CASSEAASGVGEQYF. Result: 0 (the TCR does not bind to the epitope). (5) The epitope is IVTDFSVIK. The TCR CDR3 sequence is CASTGGGLNEQFF. Result: 1 (the TCR binds to the epitope). (6) The epitope is ARMILMTHF. The TCR CDR3 sequence is CANNPSWAYSNQPQHF. Result: 0 (the TCR does not bind to the epitope). (7) The epitope is RLRPGGKKR. The TCR CDR3 sequence is CASSEIPGATYTQYF. Result: 0 (the TCR does not bind to the epitope). (8) The epitope is RLRAEAQVK. The TCR CDR3 sequence is CASSSGLAFTGELFF. Result: 1 (the TCR binds to the epitope). (9) The epitope is NLNESLIDL. The TCR CDR3 sequence is CSGGLKADTQYF. Result: 0 (the TCR does not bind to the epitope). (10) The epitope is KLGGALQAK. The TCR CDR3 sequence is CASTGLAGYNEQFF. Result: 1 (the TCR binds to the epitope).